Dataset: Catalyst prediction with 721,799 reactions and 888 catalyst types from USPTO. Task: Predict which catalyst facilitates the given reaction. (1) Reactant: [Br:1][C:2]1[CH:7]=[CH:6][C:5](/[CH:8]=[N:9]/[N:10]([CH3:14])[C:11]([NH2:13])=[O:12])=[CH:4][CH:3]=1.BrBr. Product: [Br:1][C:2]1[CH:3]=[CH:4][C:5]([C:8]2[NH:13][C:11](=[O:12])[N:10]([CH3:14])[N:9]=2)=[CH:6][CH:7]=1. The catalyst class is: 52. (2) Reactant: [N+:1]([C:4]1[CH:9]=[CH:8][C:7]([CH:10]=[CH:11][CH2:12]O)=[CH:6][CH:5]=1)([O-:3])=[O:2].N1C=CC=CC=1.S(Cl)(Cl)=O.[NH:24]1[CH2:29][CH2:28][O:27][CH2:26][CH2:25]1. Product: [N+:1]([C:4]1[CH:5]=[CH:6][C:7](/[CH:10]=[CH:11]/[CH2:12][N:24]2[CH2:29][CH2:28][O:27][CH2:26][CH2:25]2)=[CH:8][CH:9]=1)([O-:3])=[O:2]. The catalyst class is: 343. (3) Reactant: N12CCCN=C1CCCCC2.Cl.[Cl:13][C:14]1[CH:19]=[CH:18][C:17]([C:20]2[C:29]3[C:24](=[CH:25][CH:26]=[CH:27][CH:28]=3)[C:23]([NH:30][C:31]3[CH:36]=[CH:35][C:34]([OH:37])=[CH:33][CH:32]=3)=[N:22][N:21]=2)=[CH:16][CH:15]=1.[Cl:38][C:39]1[N:44]=[C:43](Cl)[CH:42]=[CH:41][N:40]=1. Product: [Cl:13][C:14]1[CH:15]=[CH:16][C:17]([C:20]2[C:29]3[C:24](=[CH:25][CH:26]=[CH:27][CH:28]=3)[C:23]([NH:30][C:31]3[CH:32]=[CH:33][C:34]([O:37][C:41]4[CH:42]=[CH:43][N:44]=[C:39]([Cl:38])[N:40]=4)=[CH:35][CH:36]=3)=[N:22][N:21]=2)=[CH:18][CH:19]=1. The catalyst class is: 23. (4) Product: [C:19]([O:43][CH:44]1[CH2:45][C:46]([CH3:54])([CH3:53])[N:47]([O:52][CH2:13][CH2:12][CH2:11][OH:71])[C:48]([CH3:51])([CH3:50])[CH2:49]1)(=[O:42])[CH2:20][CH2:21][CH2:22][CH2:23][CH2:24][CH2:25][CH2:26][CH2:27][C:28]([O:30][CH:31]1[CH2:32][C:33]([CH3:40])([CH3:41])[N:34]([O:39][CH2:15][CH2:16][CH2:17][OH:18])[C:35]([CH3:37])([CH3:38])[CH2:36]1)=[O:29]. Reactant: C([SnH](C[CH2:11][CH2:12][CH3:13])CCCC)CCC.Br[CH2:15][CH2:16][CH2:17][OH:18].[C:19]([O:43][CH:44]1[CH2:49][C:48]([CH3:51])([CH3:50])[N:47]([OH:52])[C:46]([CH3:54])([CH3:53])[CH2:45]1)(=[O:42])[CH2:20][CH2:21][CH2:22][CH2:23][CH2:24][CH2:25][CH2:26][CH2:27][C:28]([O:30][CH:31]1[CH2:36][C:35]([CH3:38])([CH3:37])[N:34]([OH:39])[C:33]([CH3:41])([CH3:40])[CH2:32]1)=[O:29].CCCCCCC.CCCCCCC.C(OCC)(=[O:71])C. The catalyst class is: 159.